Dataset: Forward reaction prediction with 1.9M reactions from USPTO patents (1976-2016). Task: Predict the product of the given reaction. (1) Given the reactants [NH:1]1[C:5]2[CH:6]=[CH:7][CH:8]=[CH:9][C:4]=2[N:3]=[CH:2]1.I[C:11]1[CH:16]=[CH:15][CH:14]=[CH:13][CH:12]=1.N1C2C(=CC=C3C=2N=CC=C3)C=CC=1, predict the reaction product. The product is: [C:11]1([N:1]2[C:5]3[CH:6]=[CH:7][CH:8]=[CH:9][C:4]=3[N:3]=[CH:2]2)[CH:16]=[CH:15][CH:14]=[CH:13][CH:12]=1. (2) Given the reactants [CH3:1][O:2][C:3]1[CH:4]=[C:5]([CH2:9][CH2:10][NH2:11])[CH:6]=[CH:7][CH:8]=1.C(N(CC)CC)C.[CH3:19][CH2:20][O:21][C:22](Cl)=[O:23], predict the reaction product. The product is: [CH3:1][O:2][C:3]1[CH:4]=[C:5]([CH2:9][CH2:10][NH:11][C:22](=[O:23])[O:21][CH2:20][CH3:19])[CH:6]=[CH:7][CH:8]=1. (3) Given the reactants [O:1]=[C:2]1[N:6]([CH2:7][C:8]([OH:10])=O)[C:5]2[CH:11]=[CH:12][CH:13]=[CH:14][C:4]=2[N:3]1[C:15]1[CH:20]=[CH:19][CH:18]=[CH:17][N:16]=1.[NH2:21][C:22]1[CH:23]=[C:24]2[CH2:39][C:29]3([C:37]4[C:32](=[N:33][CH:34]=[CH:35][CH:36]=4)[NH:31][C:30]3=[O:38])[CH2:28][C:25]2=[N:26][CH:27]=1.C1CN(C(Cl)=[N+]2CCCC2)CC1.F[P-](F)(F)(F)(F)F.C(N(CC)C(C)C)(C)C, predict the reaction product. The product is: [O:1]=[C:2]1[N:6]([CH2:7][C:8]([NH:21][C:22]2[CH:23]=[C:24]3[CH2:39][C:29]4([C:37]5[C:32](=[N:33][CH:34]=[CH:35][CH:36]=5)[NH:31][C:30]4=[O:38])[CH2:28][C:25]3=[N:26][CH:27]=2)=[O:10])[C:5]2[CH:11]=[CH:12][CH:13]=[CH:14][C:4]=2[N:3]1[C:15]1[CH:20]=[CH:19][CH:18]=[CH:17][N:16]=1. (4) Given the reactants [NH2:1][C:2]1[CH:3]=[C:4]([CH2:25][CH2:26][C:27]([O:29]C)=[O:28])[CH:5]=[CH:6][C:7]=1[CH2:8][NH:9][CH2:10][C:11]([O:13]CCC(=O)C1C=CC(Cl)=CC=1)=O.[C:31]([C:33]1[CH:40]=[CH:39][C:36]([CH:37]=O)=[CH:35][CH:34]=1)#[N:32].[C:41]([OH:44])(=O)[CH3:42].[C:45](O[BH-](OC(=O)C)OC(=O)C)(=O)[CH3:46].[Na+].[OH-].[Na+].[CH2:61](N(CC)CC)[CH3:62].Cl[CH2:69][Cl:70], predict the reaction product. The product is: [Cl:70][C:69]1[CH:62]=[CH:61][C:42]([C:41]([N:9]2[CH2:8][C:7]3[CH:6]=[CH:5][C:4]([CH2:25][CH2:26][C:27]([OH:29])=[O:28])=[CH:3][C:2]=3[N:1]([CH2:37][C:36]3[CH:39]=[CH:40][C:33]([C:31]#[N:32])=[CH:34][CH:35]=3)[C:11](=[O:13])[CH2:10]2)=[O:44])=[CH:46][CH:45]=1. (5) The product is: [CH:1]1([NH:6][C:7]2[C:12]([CH:13]=[O:14])=[CH:11][N:10]=[C:9]([S:15][CH3:16])[N:8]=2)[CH2:2][CH2:3][CH2:4][CH2:5]1. Given the reactants [CH:1]1([NH:6][C:7]2[C:12]([CH2:13][OH:14])=[CH:11][N:10]=[C:9]([S:15][CH3:16])[N:8]=2)[CH2:5][CH2:4][CH2:3][CH2:2]1, predict the reaction product. (6) Given the reactants [NH2:1][C:2]1[N:7]=[C:6]([NH2:8])[C:5]([CH:9]=[O:10])=[C:4]([NH:11][CH2:12][CH3:13])[N:3]=1.[F:14][C:15]([F:26])([F:25])[C:16]1[CH:21]=[CH:20][CH:19]=[CH:18][C:17]=1[C:22](=O)[CH3:23].[OH-:27].[K+], predict the reaction product. The product is: [F:14][C:15]([F:26])([F:25])[C:16]([OH:10])=[O:27].[CH2:12]([NH:11][C:4]1[C:5]2[CH:9]=[CH:23][C:22]([C:17]3[CH:18]=[CH:19][CH:20]=[CH:21][C:16]=3[C:15]([F:26])([F:25])[F:14])=[N:8][C:6]=2[N:7]=[C:2]([NH2:1])[N:3]=1)[CH3:13]. (7) Given the reactants Cl[C:2]1[CH:11]=[CH:10][C:9]2[C:4](=[CH:5][CH:6]=[C:7]([N:12]([CH3:14])[CH3:13])[CH:8]=2)[N:3]=1.[CH:15]1([NH2:22])[CH2:20][CH2:19][CH2:18][CH:17]([NH2:21])[CH2:16]1.C1C=CC(P(C2C(C3C(P(C4C=CC=CC=4)C4C=CC=CC=4)=CC=C4C=3C=CC=C4)=C3C(C=CC=C3)=CC=2)C2C=CC=CC=2)=CC=1, predict the reaction product. The product is: [NH2:21][CH:17]1[CH2:18][CH2:19][CH2:20][CH:15]([NH:22][C:2]2[CH:11]=[CH:10][C:9]3[C:4](=[CH:5][CH:6]=[C:7]([N:12]([CH3:14])[CH3:13])[CH:8]=3)[N:3]=2)[CH2:16]1.